Dataset: Forward reaction prediction with 1.9M reactions from USPTO patents (1976-2016). Task: Predict the product of the given reaction. (1) The product is: [CH2:7]([O:8][C:9](=[O:10])[NH:11][C@H:12]([C:19](=[O:21])[N:36]([O:37][CH3:38])[CH3:35])[C:13]1[CH:14]=[CH:15][CH:16]=[CH:17][CH:18]=1)[C:4]1[CH:3]=[CH:2][CH:1]=[CH:6][CH:5]=1. Given the reactants [CH:1]1[CH:6]=[CH:5][C:4]([CH2:7][O:8][C:9]([NH:11][C@H:12]([C:19]([OH:21])=O)[C:13]2[CH:18]=[CH:17][CH:16]=[CH:15][CH:14]=2)=[O:10])=[CH:3][CH:2]=1.C(N1C=CN=C1)(N1C=CN=C1)=O.Cl.[CH3:35][NH:36][O:37][CH3:38].[Cl-].[NH4+], predict the reaction product. (2) Given the reactants B.[Cl:2][C:3]1[CH:11]=[CH:10][C:6]([C:7](O)=O)=[C:5]([I:12])[CH:4]=1.CN(C=O)C.S(Cl)([Cl:20])=O, predict the reaction product. The product is: [Cl:2][C:3]1[CH:11]=[CH:10][C:6]([CH2:7][Cl:20])=[C:5]([I:12])[CH:4]=1. (3) The product is: [C:16]1([C:3]2[C:2]([N:27]3[CH2:26][CH2:25][N:24]([C:30]4[CH:39]=[CH:38][C:33]5[C:32](=[CH:37][CH:36]=[CH:35][CH:34]=5)[N:31]=4)[CH2:29][CH2:28]3)=[N:11][C:10]3[C:5](=[CH:6][CH:7]=[C:8]([C:12]([O:14][CH3:15])=[O:13])[CH:9]=3)[N:4]=2)[CH:21]=[CH:20][CH:19]=[CH:18][CH:17]=1. Given the reactants Br[C:2]1[C:3]([C:16]2[CH:21]=[CH:20][CH:19]=[CH:18][CH:17]=2)=[N:4][C:5]2[C:10]([N:11]=1)=[CH:9][C:8]([C:12]([O:14][CH3:15])=[O:13])=[CH:7][CH:6]=2.Cl.Cl.[N:24]1([C:30]2[N:31]=[CH:32][C:33]3[C:38]([CH:39]=2)=[CH:37][CH:36]=[CH:35][CH:34]=3)[CH2:29][CH2:28][NH:27][CH2:26][CH2:25]1.CCN(C(C)C)C(C)C, predict the reaction product. (4) Given the reactants C(C1C(C=CC2C=CC=CC=2)=C(C=CC2C=CC=CC=2)C=CC=1)=CC1C=CC=CC=1.[CH2:31]([O:43][C:44]1[CH:45]=[C:46](/[CH:63]=[CH:64]/[C:65]2[CH:70]=[C:69](/[CH:71]=[CH:72]/[C:73]3[CH:78]=[C:77]([O:79][CH2:80][CH2:81][CH2:82][CH2:83][CH2:84][CH2:85][CH2:86][CH2:87][CH2:88][CH2:89]CC)[CH:76]=[C:75]([O:92][CH2:93][CH2:94][CH2:95][CH2:96][CH2:97][CH2:98][CH2:99][CH2:100][CH2:101][CH2:102]CC)[CH:74]=3)[CH:68]=[C:67](/[CH:105]=[CH:106]/[C:107]3[CH:112]=[C:111]([O:113][CH2:114][CH2:115][CH2:116][CH2:117][CH2:118][CH2:119][CH2:120][CH2:121][CH2:122][CH2:123]CC)[CH:110]=[C:109]([O:126][CH2:127][CH2:128][CH2:129][CH2:130][CH2:131][CH2:132][CH2:133][CH2:134][CH2:135][CH2:136]CC)[CH:108]=3)[CH:66]=2)[CH:47]=[C:48]([O:50][CH2:51][CH2:52][CH2:53][CH2:54][CH2:55][CH2:56][CH2:57][CH2:58][CH2:59][CH2:60]CC)[CH:49]=1)[CH2:32][CH2:33][CH2:34][CH2:35][CH2:36][CH2:37][CH2:38][CH2:39][CH2:40]CC, predict the reaction product. The product is: [CH3:102][CH2:101][CH2:100][CH2:99][CH2:98][CH2:97][CH2:96][CH2:95][CH2:94][CH2:93][O:92][C:75]1[CH:74]=[C:73](/[CH:72]=[CH:71]/[C:69]2[CH:70]=[C:65](/[CH:64]=[CH:63]/[C:46]3[CH:47]=[C:48]([O:50][CH2:51][CH2:52][CH2:53][CH2:54][CH2:55][CH2:56][CH2:57][CH2:58][CH2:59][CH3:60])[CH:49]=[C:44]([O:43][CH2:31][CH2:32][CH2:33][CH2:34][CH2:35][CH2:36][CH2:37][CH2:38][CH2:39][CH3:40])[CH:45]=3)[CH:66]=[C:67](/[CH:105]=[CH:106]/[C:107]3[CH:108]=[C:109]([O:126][CH2:127][CH2:128][CH2:129][CH2:130][CH2:131][CH2:132][CH2:133][CH2:134][CH2:135][CH3:136])[CH:110]=[C:111]([O:113][CH2:114][CH2:115][CH2:116][CH2:117][CH2:118][CH2:119][CH2:120][CH2:121][CH2:122][CH3:123])[CH:112]=3)[CH:68]=2)[CH:78]=[C:77]([O:79][CH2:80][CH2:81][CH2:82][CH2:83][CH2:84][CH2:85][CH2:86][CH2:87][CH2:88][CH3:89])[CH:76]=1.